From a dataset of Reaction yield outcomes from USPTO patents with 853,638 reactions. Predict the reaction yield, written as a fraction of the theoretical maximum amount of product (1.0 means a 100% yield; for example, 0.34 means a 34% yield). (1) The reactants are COP([CH2:7][C:8](=[O:29])[CH2:9][CH2:10][CH2:11][CH2:12][C:13]1[CH:18]=[CH:17][CH:16]=[C:15]([NH:19][CH2:20][C:21]2[CH:26]=[CH:25][C:24]([O:27][CH3:28])=[CH:23][CH:22]=2)[N:14]=1)(=O)OC.[CH3:30][C:31]1[N:36]=[CH:35][C:34]([CH:37]=O)=[CH:33][N:32]=1.[OH-].[Na+]. The catalyst is C1COCC1. The product is [CH3:28][O:27][C:24]1[CH:23]=[CH:22][C:21]([CH2:20][NH:19][C:15]2[N:14]=[C:13]([CH2:12][CH2:11][CH2:10][CH2:9][C:8](=[O:29])[CH:7]=[CH:37][C:34]3[CH:33]=[N:32][C:31]([CH3:30])=[N:36][CH:35]=3)[CH:18]=[CH:17][CH:16]=2)=[CH:26][CH:25]=1. The yield is 0.610. (2) The reactants are [CH2:1]([O:8][C:9]1[C:17]([F:18])=[CH:16][C:15]([Br:19])=[C:14]2[C:10]=1[C:11]([CH2:21][C:22]([OH:24])=[O:23])=[CH:12][N:13]2C)[C:2]1[CH:7]=[CH:6][CH:5]=[CH:4][CH:3]=1.C(OC1C(F)=CC(Br)=C2C=1C=CN2)C1C=CC=CC=1. The catalyst is ClCCl.CO. The product is [CH2:1]([O:8][C:9]1[C:17]([F:18])=[CH:16][C:15]([Br:19])=[C:14]2[C:10]=1[C:11]([CH2:21][C:22]([OH:24])=[O:23])=[CH:12][NH:13]2)[C:2]1[CH:7]=[CH:6][CH:5]=[CH:4][CH:3]=1. The yield is 0.580. (3) The reactants are [I:1][C:2]1[CH:10]=[CH:9][C:5]([C:6]([OH:8])=O)=[CH:4][CH:3]=1.C(Cl)(=O)C(Cl)=O.CCN(C(C)C)C(C)C.[CH3:26][N:27]1[CH2:32][CH2:31][NH:30][CH2:29][CH2:28]1. The catalyst is C(Cl)Cl.CN(C=O)C. The product is [I:1][C:2]1[CH:3]=[CH:4][C:5]([C:6]([N:30]2[CH2:31][CH2:32][N:27]([CH3:26])[CH2:28][CH2:29]2)=[O:8])=[CH:9][CH:10]=1. The yield is 0.992. (4) The reactants are S(Cl)([Cl:3])=O.[CH3:5][O:6][C:7](=[O:26])[C@@H:8]([CH2:14][C:15]1[C:16]([CH2:24]O)=[C:17]2[C:21](=[CH:22][CH:23]=1)[NH:20][N:19]=[CH:18]2)[CH2:9][C:10]([O:12][CH3:13])=[O:11]. The catalyst is ClCCl. The product is [ClH:3].[CH3:5][O:6][C:7](=[O:26])[C@@H:8]([CH2:14][C:15]1[C:16]([CH2:24][Cl:3])=[C:17]2[C:21](=[CH:22][CH:23]=1)[NH:20][N:19]=[CH:18]2)[CH2:9][C:10]([O:12][CH3:13])=[O:11]. The yield is 0.960.